Dataset: Full USPTO retrosynthesis dataset with 1.9M reactions from patents (1976-2016). Task: Predict the reactants needed to synthesize the given product. (1) Given the product [CH3:1][O:2][C:3]1[CH:4]=[C:5]2[C:10](=[CH:11][CH:12]=1)[C:9](=[O:13])[N:15]([C@H:16]1[CH2:21][CH2:20][C@H:19]([C:22]([OH:24])=[O:23])[CH2:18][CH2:17]1)[C:7]([CH3:14])=[CH:6]2, predict the reactants needed to synthesize it. The reactants are: [CH3:1][O:2][C:3]1[CH:4]=[C:5]2[C:10](=[CH:11][CH:12]=1)[C:9](=[O:13])O[C:7]([CH3:14])=[CH:6]2.[NH2:15][C@H:16]1[CH2:21][CH2:20][C@H:19]([C:22]([OH:24])=[O:23])[CH2:18][CH2:17]1. (2) Given the product [O:1]([C:8]1[CH:13]=[CH:12][CH:11]=[CH:10][C:9]=1[NH:14][S:15]([C:18]1[CH:30]=[CH:29][C:21]([C:22]([NH:24][CH2:25][C:26](=[O:28])[NH:38][C:36]2[S:37][C:33]([C:32]([F:40])([F:39])[F:31])=[N:34][N:35]=2)=[O:23])=[CH:20][CH:19]=1)(=[O:16])=[O:17])[C:2]1[CH:3]=[CH:4][CH:5]=[CH:6][CH:7]=1, predict the reactants needed to synthesize it. The reactants are: [O:1]([C:8]1[CH:13]=[CH:12][CH:11]=[CH:10][C:9]=1[NH:14][S:15]([C:18]1[CH:30]=[CH:29][C:21]([C:22]([NH:24][CH2:25][C:26]([OH:28])=O)=[O:23])=[CH:20][CH:19]=1)(=[O:17])=[O:16])[C:2]1[CH:7]=[CH:6][CH:5]=[CH:4][CH:3]=1.[F:31][C:32]([F:40])([F:39])[C:33]1[S:37][C:36]([NH2:38])=[N:35][N:34]=1. (3) The reactants are: [CH2:1]([O:3][C:4]([C:6]1[C:7](Cl)=[N:8][C:9]([S:12][CH3:13])=[N:10][CH:11]=1)=[O:5])[CH3:2].[NH2:15][C:16]1[N:20]([CH3:21])[N:19]=[C:18]([CH3:22])[CH:17]=1. Given the product [CH2:1]([O:3][C:4]([C:6]1[C:7]([NH:15][C:16]2[N:20]([CH3:21])[N:19]=[C:18]([CH3:22])[CH:17]=2)=[N:8][C:9]([S:12][CH3:13])=[N:10][CH:11]=1)=[O:5])[CH3:2], predict the reactants needed to synthesize it.